Dataset: Forward reaction prediction with 1.9M reactions from USPTO patents (1976-2016). Task: Predict the product of the given reaction. (1) Given the reactants [CH3:1][C:2]1[CH:7]=[C:6]([C:8](=O)[CH2:9][CH:10]([C:18]2[CH:19]=[C:20]([C:24]3[CH:25]=[CH:26][C:27]([C:30]([OH:32])=[O:31])=[N:28][CH:29]=3)[CH:21]=[CH:22][CH:23]=2)[C:11]2[CH:16]=[CH:15][CH:14]=[CH:13][C:12]=2[CH3:17])[CH:5]=[CH:4][N:3]=1.Cl.[NH2:35][OH:36].C([O-])(O)=O.[Na+], predict the reaction product. The product is: [OH:36][N:35]=[C:8]([C:6]1[CH:5]=[CH:4][N:3]=[C:2]([CH3:1])[CH:7]=1)[CH2:9][CH:10]([C:18]1[CH:19]=[C:20]([C:24]2[CH:25]=[CH:26][C:27]([C:30]([OH:32])=[O:31])=[N:28][CH:29]=2)[CH:21]=[CH:22][CH:23]=1)[C:11]1[CH:16]=[CH:15][CH:14]=[CH:13][C:12]=1[CH3:17]. (2) Given the reactants [CH2:1]([C@@H:8]1[NH:13][CH2:12][CH2:11][N:10]([C:14]2[CH:19]=[CH:18][C:17]([O:20][CH:21]([F:23])[F:22])=[C:16]([O:24][CH:25]3[CH2:28][CH2:27][CH2:26]3)[CH:15]=2)[CH2:9]1)[C:2]1[CH:7]=[CH:6][CH:5]=[CH:4][CH:3]=1.C([O:31][C:32](=O)[CH2:33][C:34]1[NH:38][CH:37]=[N:36][N:35]=1)C, predict the reaction product. The product is: [CH2:1]([C@H:8]1[CH2:9][N:10]([C:14]2[CH:19]=[CH:18][C:17]([O:20][CH:21]([F:22])[F:23])=[C:16]([O:24][CH:25]3[CH2:28][CH2:27][CH2:26]3)[CH:15]=2)[CH2:11][CH2:12][N:13]1[C:32](=[O:31])[CH2:33][C:34]1[NH:38][CH:37]=[N:36][N:35]=1)[C:2]1[CH:3]=[CH:4][CH:5]=[CH:6][CH:7]=1. (3) The product is: [Cl:1][C:2]1[N:3]=[C:4]([N:20]([CH2:21][CH3:22])[CH3:19])[C:5]2[CH2:11][O:10][CH2:9][CH:8]([C:12]3[CH:17]=[CH:16][CH:15]=[CH:14][CH:13]=3)[C:6]=2[N:7]=1. Given the reactants [Cl:1][C:2]1[N:3]=[C:4](Cl)[C:5]2[CH2:11][O:10][CH2:9][CH:8]([C:12]3[CH:17]=[CH:16][CH:15]=[CH:14][CH:13]=3)[C:6]=2[N:7]=1.[CH3:19][NH:20][CH2:21][CH3:22], predict the reaction product. (4) The product is: [NH2:32][C:15]1[C:14]2[C:18](=[CH:19][CH:20]=[C:12]([C:10]3[O:11][C:5]([CH3:6])=[N:8][N:9]=3)[CH:13]=2)[NH:17][C:16]=1[C:21]1[C:30](=[O:31])[NH:29][C:28]2[C:23]([N:22]=1)=[CH:24][CH:25]=[CH:26][CH:27]=2. Given the reactants C(=O)(O)N.[C:5]([NH:8][NH:9][C:10]([C:12]1[CH:13]=[C:14]2[C:18](=[CH:19][CH:20]=1)[NH:17][C:16]([C:21]1[C:30](=[O:31])[NH:29][C:28]3[C:23](=[CH:24][CH:25]=[CH:26][CH:27]=3)[N:22]=1)=[C:15]2[N+:32]([O-])=O)=[O:11])(=O)[CH3:6].CN(C=O)C.C1C=CC=CC=1.O=P12OP3(OP(OP(O3)(O1)=O)(=O)O2)=O, predict the reaction product. (5) Given the reactants [Cl:1][C:2]1[CH:3]=[C:4]([CH:17]=[CH:18][C:19]=1[Cl:20])[O:5][C:6]1[CH:15]=[CH:14][C:13]([F:16])=[CH:12][C:7]=1[C:8]([NH:10][CH3:11])=O, predict the reaction product. The product is: [Cl:1][C:2]1[CH:3]=[C:4]([CH:17]=[CH:18][C:19]=1[Cl:20])[O:5][C:6]1[CH:15]=[CH:14][C:13]([F:16])=[CH:12][C:7]=1[CH2:8][NH:10][CH3:11].